From a dataset of Catalyst prediction with 721,799 reactions and 888 catalyst types from USPTO. Predict which catalyst facilitates the given reaction. Reactant: [F:1][C:2]1[CH:3]=[C:4]2[C:13](=[CH:14][CH:15]=1)[C:12](=[O:16])[C:6]1([CH2:11][CH2:10][NH:9][CH2:8][CH2:7]1)[CH2:5]2.Br[CH2:18][C:19]([OH:21])=[O:20].C(N(CC)CC)C. Product: [F:1][C:2]1[CH:3]=[C:4]2[C:13](=[CH:14][CH:15]=1)[C:12](=[O:16])[C:6]1([CH2:11][CH2:10][N:9]([CH2:18][C:19]([OH:21])=[O:20])[CH2:8][CH2:7]1)[CH2:5]2. The catalyst class is: 115.